From a dataset of Forward reaction prediction with 1.9M reactions from USPTO patents (1976-2016). Predict the product of the given reaction. (1) The product is: [CH2:1]([S:6]([Cl:13])(=[O:9])=[O:7])[CH2:2][CH2:3][CH:4]=[CH2:5]. Given the reactants [CH2:1]([S:6]([O-:9])(=O)=[O:7])[CH2:2][CH2:3][CH:4]=[CH2:5].[Na+].P(Cl)(Cl)([Cl:13])=O, predict the reaction product. (2) Given the reactants Cl[C:2]1[CH:3]=[CH:4][C:5]([N+:10]([O-:12])=[O:11])=[C:6]([CH:9]=1)[C:7]#[N:8].[NH:13]1[CH2:18][CH2:17][O:16][CH2:15][C:14]1=[O:19].C(=O)([O-])[O-].[Cs+].[Cs+], predict the reaction product. The product is: [N+:10]([C:5]1[CH:4]=[CH:3][C:2]([N:13]2[CH2:18][CH2:17][O:16][CH2:15][C:14]2=[O:19])=[CH:9][C:6]=1[C:7]#[N:8])([O-:12])=[O:11]. (3) Given the reactants C(OC(=O)[NH:7][C@H:8]1[CH2:13][CH2:12][C@H:11]([O:14][CH3:15])[CH2:10][CH2:9]1)(C)(C)C.C([Cl:20])(=O)C, predict the reaction product. The product is: [ClH:20].[CH3:15][O:14][C@H:11]1[CH2:12][CH2:13][C@H:8]([NH2:7])[CH2:9][CH2:10]1. (4) Given the reactants [CH3:1][O:2][C:3](=[O:17])[C:4]1[CH:9]=[C:8]([S:10]([CH:13]([CH3:15])[CH3:14])(=[O:12])=[O:11])[N:7]=[C:6](Cl)[CH:5]=1.C1(P(C2C=CC=CC=2)C2C=CC3C(=CC=CC=3)C=2C2C3C(=CC=CC=3)C=CC=2P(C2C=CC=CC=2)C2C=CC=CC=2)C=CC=CC=1.C(=O)([O-])[O-].[Cs+].[Cs+].[C@@H:70]([NH2:74])([CH2:72][CH3:73])[CH3:71], predict the reaction product. The product is: [CH3:1][O:2][C:3](=[O:17])[C:4]1[CH:9]=[C:8]([S:10]([CH:13]([CH3:15])[CH3:14])(=[O:12])=[O:11])[N:7]=[C:6]([NH:74][C@H:70]([CH2:72][CH3:73])[CH3:71])[CH:5]=1. (5) The product is: [Cl:18][C:15]1[C:4]([C:5]([O:7][CH2:8][C:9]2[CH:14]=[CH:13][CH:12]=[CH:11][CH:10]=2)=[O:6])=[C:3]([F:19])[C:2]([N:1]([S:30]([CH2:27][CH2:25][CH3:26])(=[O:32])=[O:31])[S:30]([CH2:27][CH2:28][CH3:29])(=[O:32])=[O:31])=[CH:17][CH:16]=1. Given the reactants [NH2:1][C:2]1[C:3]([F:19])=[C:4]([C:15]([Cl:18])=[CH:16][CH:17]=1)[C:5]([O:7][CH2:8][C:9]1[CH:14]=[CH:13][CH:12]=[CH:11][CH:10]=1)=[O:6].C(N([CH2:25][CH3:26])CC)C.[CH2:27]([S:30](Cl)(=[O:32])=[O:31])[CH2:28][CH3:29], predict the reaction product. (6) Given the reactants [Cl:1][C:2]1[CH:3]=[C:4]2[C:9](=[O:10])[O:8][C:6](=[O:7])[C:5]2=[CH:11][CH:12]=1.[Br:13][C:14]1[CH:19]=[CH:18][CH:17]=[CH:16][CH:15]=1.[Cl-].[Al+3].[Cl-].[Cl-].Cl, predict the reaction product. The product is: [Br:13][C:14]1[CH:19]=[CH:18][C:17]([C:9]([C:4]2[CH:3]=[C:2]([Cl:1])[CH:12]=[CH:11][C:5]=2[C:6]([OH:8])=[O:7])=[O:10])=[CH:16][CH:15]=1.